From a dataset of Reaction yield outcomes from USPTO patents with 853,638 reactions. Predict the reaction yield, written as a fraction of the theoretical maximum amount of product (1.0 means a 100% yield; for example, 0.34 means a 34% yield). (1) The reactants are FC(F)(F)S([O-])(=O)=O.[Mg+2].FC(F)(F)S([O-])(=O)=O.[O:18]1[CH2:20][C@H:19]1[C:21]([O:23][CH3:24])=[O:22].[Si:25]([O:42][CH2:43][CH2:44][OH:45])([C:38]([CH3:41])([CH3:40])[CH3:39])([C:32]1[CH:37]=[CH:36][CH:35]=[CH:34][CH:33]=1)[C:26]1[CH:31]=[CH:30][CH:29]=[CH:28][CH:27]=1. No catalyst specified. The product is [Si:25]([O:42][CH2:43][CH2:44][O:45][CH2:20][C@H:19]([OH:18])[C:21]([O:23][CH3:24])=[O:22])([C:38]([CH3:40])([CH3:41])[CH3:39])([C:32]1[CH:33]=[CH:34][CH:35]=[CH:36][CH:37]=1)[C:26]1[CH:27]=[CH:28][CH:29]=[CH:30][CH:31]=1. The yield is 0.431. (2) The reactants are [N+:1]([C:4]1[CH:5]=[CH:6][C:7]2[NH:12][C:11](=[O:13])[CH2:10][O:9][C:8]=2[CH:14]=1)([O-])=O. The catalyst is [Pd].CN(C)C=O. The product is [NH2:1][C:4]1[CH:5]=[CH:6][C:7]2[NH:12][C:11](=[O:13])[CH2:10][O:9][C:8]=2[CH:14]=1. The yield is 0.680. (3) The reactants are [Cl:1][C:2]1[NH:10][C:9]2[C:8](=[O:11])[N:7]([CH2:12][CH2:13][CH2:14][CH2:15][CH2:16]N3N=NC(CC4C=CC(Cl)=C(Cl)C=4)=N3)[C:6](=[O:31])[N:5]([CH2:32][CH2:33][CH2:34][CH2:35][CH3:36])[C:4]=2[N:3]=1.[Cl:37][C:38]1[CH:43]=[CH:42][C:41]([C:44]2[NH:48][N:47]=C(CCCO)C=2)=[CH:40][CH:39]=1. No catalyst specified. The product is [Cl:1][C:2]1[NH:10][C:9]2[C:8](=[O:11])[N:7]([CH2:12][CH2:13][CH2:14][C:15]3[CH:16]=[C:44]([C:41]4[CH:42]=[CH:43][C:38]([Cl:37])=[CH:39][CH:40]=4)[NH:48][N:47]=3)[C:6](=[O:31])[N:5]([CH2:32][CH2:33][CH2:34][CH2:35][CH3:36])[C:4]=2[N:3]=1. The yield is 0.300. (4) The reactants are [OH:1][CH2:2][CH:3]([NH:8][C:9]([C:11]1[CH:20]=[CH:19][C:14]2[NH:15][C:16](=[O:18])[NH:17][C:13]=2[CH:12]=1)=[O:10])[C:4]([O:6]C)=[O:5].[OH-].[Na+]. The catalyst is CO. The product is [OH:1][CH2:2][CH:3]([NH:8][C:9]([C:11]1[CH:20]=[CH:19][C:14]2[NH:15][C:16](=[O:18])[NH:17][C:13]=2[CH:12]=1)=[O:10])[C:4]([OH:6])=[O:5]. The yield is 0.960. (5) The product is [S:42]1[C:46]2[CH:47]=[CH:48][CH:49]=[CH:50][C:45]=2[CH:44]=[C:43]1[S:51]([O:1][C:2]1[CH:10]=[CH:9][C:8]([C:11]2[N:12]([C:27]([O:29][C:30]([CH3:31])([CH3:33])[CH3:32])=[O:28])[C:13]3[C:18]([CH:19]=2)=[CH:17][C:16]([CH2:20][N:21]2[CH2:26][CH2:25][CH2:24][CH2:23][CH2:22]2)=[CH:15][CH:14]=3)=[C:7]2[C:3]=1[CH2:4][NH:5][C:6]2=[O:34])(=[O:53])=[O:52]. The reactants are [OH:1][C:2]1[CH:10]=[CH:9][C:8]([C:11]2[N:12]([C:27]([O:29][C:30]([CH3:33])([CH3:32])[CH3:31])=[O:28])[C:13]3[C:18]([CH:19]=2)=[CH:17][C:16]([CH2:20][N:21]2[CH2:26][CH2:25][CH2:24][CH2:23][CH2:22]2)=[CH:15][CH:14]=3)=[C:7]2[C:3]=1[CH2:4][NH:5][C:6]2=[O:34].C(N(CC)CC)C.[S:42]1[C:46]2[CH:47]=[CH:48][CH:49]=[CH:50][C:45]=2[CH:44]=[C:43]1[S:51](Cl)(=[O:53])=[O:52]. The catalyst is C(#N)C. The yield is 0.330. (6) The reactants are Cl.[CH2:2]([O:9][C:10](=[O:15])[C@H:11]([CH2:13][OH:14])[NH2:12])[C:3]1[CH:8]=[CH:7][CH:6]=[CH:5][CH:4]=1.[CH:16](=O)[C:17]1[CH:22]=[CH:21][CH:20]=[CH:19][CH:18]=1.C([O-])(=O)C.[Na+].C([BH3-])#N.[Na+]. The catalyst is CO. The product is [CH2:2]([O:9][C:10](=[O:15])[C@H:11]([CH2:13][OH:14])[NH:12][CH2:16][C:17]1[CH:22]=[CH:21][CH:20]=[CH:19][CH:18]=1)[C:3]1[CH:8]=[CH:7][CH:6]=[CH:5][CH:4]=1. The yield is 0.810. (7) The reactants are [CH2:1]([NH:3][C:4]([NH:6][C:7]1[S:8][C:9]2[C:15]([C:16]3[CH:21]=[CH:20][CH:19]=[CH:18][N:17]=3)=[CH:14][C:13]([C:22]3[S:26][N:25]=[C:24]([N:27]4[CH2:32][CH2:31][C:30]([CH3:38])([C:33]([O:35]CC)=[O:34])[CH2:29][CH2:28]4)[N:23]=3)=[CH:12][C:10]=2[N:11]=1)=[O:5])[CH3:2].[OH-].[Na+]. The catalyst is CCO. The product is [CH2:1]([NH:3][C:4]([NH:6][C:7]1[S:8][C:9]2[C:15]([C:16]3[CH:21]=[CH:20][CH:19]=[CH:18][N:17]=3)=[CH:14][C:13]([C:22]3[S:26][N:25]=[C:24]([N:27]4[CH2:28][CH2:29][C:30]([CH3:38])([C:33]([OH:35])=[O:34])[CH2:31][CH2:32]4)[N:23]=3)=[CH:12][C:10]=2[N:11]=1)=[O:5])[CH3:2]. The yield is 0.340.